From a dataset of Peptide-MHC class II binding affinity with 134,281 pairs from IEDB. Regression. Given a peptide amino acid sequence and an MHC pseudo amino acid sequence, predict their binding affinity value. This is MHC class II binding data. (1) The peptide sequence is LLYLAQELPAP. The MHC is HLA-DQA10102-DQB10602 with pseudo-sequence HLA-DQA10102-DQB10602. The binding affinity (normalized) is 0. (2) The peptide sequence is AAGDGNIVAVDIKPK. The MHC is DRB1_1501 with pseudo-sequence DRB1_1501. The binding affinity (normalized) is 0.265. (3) The MHC is HLA-DQA10301-DQB10302 with pseudo-sequence HLA-DQA10301-DQB10302. The peptide sequence is ELAAVSVDCSEYPKP. The binding affinity (normalized) is 0.286. (4) The peptide sequence is AFKVAATAANAQPAN. The MHC is HLA-DPA10201-DPB11401 with pseudo-sequence HLA-DPA10201-DPB11401. The binding affinity (normalized) is 0.686. (5) The peptide sequence is CPKYVKQNTLKLATG. The MHC is HLA-DQA10501-DQB10301 with pseudo-sequence HLA-DQA10501-DQB10301. The binding affinity (normalized) is 0.0966. (6) The peptide sequence is AAKEDFLGCLVKEIP. The MHC is HLA-DPA10301-DPB10402 with pseudo-sequence HLA-DPA10301-DPB10402. The binding affinity (normalized) is 0.487. (7) The MHC is DRB1_0401 with pseudo-sequence DRB1_0401. The binding affinity (normalized) is 0.163. The peptide sequence is ACQGVGGPSHKARVLAEA. (8) The peptide sequence is KLKIQNVIIDECYGA. The MHC is HLA-DQA10301-DQB10302 with pseudo-sequence HLA-DQA10301-DQB10302. The binding affinity (normalized) is 0.231. (9) The peptide sequence is GWYRPPFSRVVHLYR. The MHC is DRB1_1101 with pseudo-sequence DRB1_1101. The binding affinity (normalized) is 0.688. (10) The peptide sequence is FIKVRQYDQILIEICGKKAIGTV. The MHC is HLA-DPA10103-DPB10301 with pseudo-sequence HLA-DPA10103-DPB10301. The binding affinity (normalized) is 0.792.